From a dataset of HIV replication inhibition screening data with 41,000+ compounds from the AIDS Antiviral Screen. Binary Classification. Given a drug SMILES string, predict its activity (active/inactive) in a high-throughput screening assay against a specified biological target. (1) The compound is O=C1O[Cu-3]2(OC(=O)c3cccc[n+]32)[n+]2ccccc21. The result is 0 (inactive). (2) The compound is N=c1[nH][nH]c(=N)[nH]1.O=C(O)C(=O)O. The result is 0 (inactive). (3) The compound is COc1ccccc1C=CC(=O)c1sc(-c2cccnc2)nc1C. The result is 0 (inactive). (4) The molecule is CC(=O)NC(CCCCN(Cc1ccccc1)C(=O)N(C)N=O)C(=O)NCc1ccccc1. The result is 0 (inactive). (5) The molecule is CSc1nncc2[nH]c(C)nc12. The result is 0 (inactive). (6) The molecule is Cl.O=C(O)CCNCCCCNCCC(=O)O. The result is 0 (inactive). (7) The compound is COC(=O)C=C(C(=O)OC)c1c2c3c(cc(OC)c(OC)c3c3ccccc13)CCN2C. The result is 0 (inactive). (8) The compound is CC(=O)NNC(=S)NC=C1C(=O)Oc2ccccc2C1=O. The result is 0 (inactive). (9) The drug is C[N+]1=C2[B-](C(C)(C)C)=[N+](C(C)(C)C)[B-]2(C(C)(C)C)[N+](C)=C2[B-](C(C)(C)C)=[N+](C(C)(C)C)[B-]21C(C)(C)C. The result is 0 (inactive).